Dataset: Peptide-MHC class II binding affinity with 134,281 pairs from IEDB. Task: Regression. Given a peptide amino acid sequence and an MHC pseudo amino acid sequence, predict their binding affinity value. This is MHC class II binding data. The peptide sequence is EIGAVALDYPSGTSG. The MHC is DRB3_0301 with pseudo-sequence DRB3_0301. The binding affinity (normalized) is 0.637.